This data is from Full USPTO retrosynthesis dataset with 1.9M reactions from patents (1976-2016). The task is: Predict the reactants needed to synthesize the given product. The reactants are: [NH2:1][C:2]1[N:11]=[C:10]2[C:5]([C:6]([C:13]([F:16])([F:15])[F:14])=[CH:7][C:8]([OH:12])=[N:9]2)=[CH:4][CH:3]=1.Br[CH2:18][C:19](=O)[C:20]([O:22][CH3:23])=[O:21]. Given the product [OH:12][C:8]1[CH:7]=[C:6]([C:13]([F:16])([F:15])[F:14])[C:5]2[CH:4]=[CH:3][C:2]3[N:11]([CH:18]=[C:19]([C:20]([O:22][CH3:23])=[O:21])[N:1]=3)[C:10]=2[N:9]=1, predict the reactants needed to synthesize it.